This data is from Reaction yield outcomes from USPTO patents with 853,638 reactions. The task is: Predict the reaction yield, written as a fraction of the theoretical maximum amount of product (1.0 means a 100% yield; for example, 0.34 means a 34% yield). (1) The reactants are [CH3:1][O:2][C:3]([C:5]1[CH:15]=[C:14]([OH:16])[C:8]2[CH2:9][C:10]([CH3:13])([CH3:12])[O:11][C:7]=2[CH:6]=1)=[O:4].[F:17][C:18]1[CH:19]=[C:20](B(O)O)[CH:21]=[C:22]([F:24])[CH:23]=1.CCN(CC)CC. The catalyst is C(Cl)Cl.CC([O-])=O.CC([O-])=O.[Cu+2]. The product is [CH3:1][O:2][C:3]([C:5]1[CH:15]=[C:14]([O:16][C:20]2[CH:19]=[C:18]([F:17])[CH:23]=[C:22]([F:24])[CH:21]=2)[C:8]2[CH2:9][C:10]([CH3:13])([CH3:12])[O:11][C:7]=2[CH:6]=1)=[O:4]. The yield is 0.266. (2) The yield is 0.990. The reactants are [N:1]([CH:4]([C:14]1([OH:27])[CH2:19][CH2:18][N:17]([C:20]([O:22][C:23]([CH3:26])([CH3:25])[CH3:24])=[O:21])[CH2:16][CH2:15]1)[CH2:5][O:6][Si:7]([C:10]([CH3:13])([CH3:12])[CH3:11])([CH3:9])[CH3:8])=[N+]=[N-]. The catalyst is CO.C(N(CC)CC)C.[Pd]. The product is [NH2:1][CH:4]([C:14]1([OH:27])[CH2:15][CH2:16][N:17]([C:20]([O:22][C:23]([CH3:26])([CH3:25])[CH3:24])=[O:21])[CH2:18][CH2:19]1)[CH2:5][O:6][Si:7]([C:10]([CH3:13])([CH3:11])[CH3:12])([CH3:9])[CH3:8]. (3) The yield is 0.170. The product is [CH3:34][O:33][C:30]1[N:29]=[N:28][C:27]([S:24]([C:14]2[O:13][C:21]3[CH:20]=[CH:19][CH:18]=[CH:17][C:16]=3[C:15]=2[OH:22])(=[O:26])=[O:25])=[CH:32][CH:31]=1. The catalyst is C1COCC1. The reactants are C([Li])CCC.C(NC(C)C)(C)C.[O:13]1[C:21]2[C:16](=[CH:17][CH:18]=[CH:19][CH:20]=2)[C:15](=[O:22])[CH2:14]1.F[S:24]([C:27]1[N:28]=[N:29][C:30]([O:33][CH3:34])=[CH:31][CH:32]=1)(=[O:26])=[O:25]. (4) The reactants are [Cl:1][C:2]1[CH:27]=[CH:26][C:5]([O:6][C:7]([N:9]([CH3:25])[C@H:10]2[CH2:15][CH2:14][C@H:13]([C:16]#[C:17][CH2:18][CH2:19]OS(C)(=O)=O)[CH2:12][CH2:11]2)=[O:8])=[CH:4][CH:3]=1.[CH3:28][NH:29][CH3:30]. The catalyst is CO. The product is [Cl:1][C:2]1[CH:27]=[CH:26][C:5]([O:6][C:7](=[O:8])[N:9]([C@H:10]2[CH2:15][CH2:14][C@H:13]([C:16]#[C:17][CH2:18][CH2:19][N:29]([CH3:30])[CH3:28])[CH2:12][CH2:11]2)[CH3:25])=[CH:4][CH:3]=1. The yield is 0.340. (5) The reactants are Br[C:2]1[C:3]([O:14][CH2:15][C:16]2[C:17]([C:22]3[CH:27]=[CH:26][CH:25]=[CH:24][CH:23]=3)=[N:18][O:19][C:20]=2[CH3:21])=[N:4][CH:5]=[C:6]([CH:13]=1)[C:7]([NH:9][CH:10]([CH3:12])[CH3:11])=[O:8].Br[C:29]1C(OCC2C(C3C=CC=CC=3)=NOC=2C)=NC=C(C=1)C(NC1CCOCC1)=O. No catalyst specified. The product is [CH:10]([NH:9][C:7](=[O:8])[C:6]1[CH:13]=[C:2]([CH3:29])[C:3]([O:14][CH2:15][C:16]2[C:17]([C:22]3[CH:27]=[CH:26][CH:25]=[CH:24][CH:23]=3)=[N:18][O:19][C:20]=2[CH3:21])=[N:4][CH:5]=1)([CH3:12])[CH3:11]. The yield is 0.520. (6) The reactants are [N+:1]([C:4]1[CH:5]=[C:6]2[C:12]([NH:13]C(=O)C)=[N:11][NH:10][C:7]2=[N:8][CH:9]=1)([O-:3])=[O:2].[ClH:17]. The catalyst is CCO. The product is [ClH:17].[N+:1]([C:4]1[CH:5]=[C:6]2[C:12]([NH2:13])=[N:11][NH:10][C:7]2=[N:8][CH:9]=1)([O-:3])=[O:2]. The yield is 0.970. (7) The reactants are C(Cl)(=O)C(Cl)=O.CS(C)=O.[N:11]1[CH:16]=[CH:15][CH:14]=[CH:13][C:12]=1[NH:17][CH2:18][C:19]1[CH:24]=[CH:23][C:22]([CH2:25][OH:26])=[CH:21][CH:20]=1.CCN(CC)CC. The catalyst is C(Cl)Cl. The product is [N:11]1[CH:16]=[CH:15][CH:14]=[CH:13][C:12]=1[NH:17][CH2:18][C:19]1[CH:24]=[CH:23][C:22]([CH:25]=[O:26])=[CH:21][CH:20]=1. The yield is 0.310.